From a dataset of Catalyst prediction with 721,799 reactions and 888 catalyst types from USPTO. Predict which catalyst facilitates the given reaction. (1) Reactant: Br[C:2]1[CH:3]=[N:4][C:5]([Cl:8])=[N:6][CH:7]=1.[CH3:9][S:10]SC.C([Li])CCC.CCCCCC.[Cl-].[NH4+]. Product: [Cl:8][C:5]1[N:4]=[CH:3][C:2]([S:10][CH3:9])=[CH:7][N:6]=1. The catalyst class is: 7. (2) Reactant: [OH:1][CH2:2][CH2:3][C:4]1[CH:5]=[C:6]([C:10]2[N:11]=[C:12]([NH:15][C:16](=[O:18])[CH3:17])[S:13][CH:14]=2)[CH:7]=[CH:8][CH:9]=1.[CH3:19][S:20](Cl)(=[O:22])=[O:21].C(N(CC)CC)C.O. Product: [CH3:19][S:20]([O:1][CH2:2][CH2:3][C:4]1[CH:9]=[CH:8][CH:7]=[C:6]([C:10]2[N:11]=[C:12]([NH:15][C:16](=[O:18])[CH3:17])[S:13][CH:14]=2)[CH:5]=1)(=[O:22])=[O:21]. The catalyst class is: 2. (3) Reactant: [C:1]([C:3]1([C:6]2[CH:7]=[C:8]([CH:13]=[CH:14][CH:15]=2)[C:9]([O:11]C)=[O:10])[CH2:5][CH2:4]1)#[N:2].[OH-].[Li+].CO.O. Product: [C:1]([C:3]1([C:6]2[CH:7]=[C:8]([CH:13]=[CH:14][CH:15]=2)[C:9]([OH:11])=[O:10])[CH2:4][CH2:5]1)#[N:2]. The catalyst class is: 7. (4) Reactant: [CH3:1][O:2][C:3]([NH:5][C@H:6]([C:10]([N:12]1[CH2:16][CH:15]([CH2:17][O:18][CH3:19])[CH2:14][CH:13]1[C:20]1[NH:24][C:23]2[C:25]3[C:30]([CH:31]=[CH:32][C:22]=2[N:21]=1)=[CH:29][C:28]1[C:33]2[C:38]([CH2:39][O:40][C:27]=1[CH:26]=3)=[CH:37][C:36]([C:41]1[NH:45][C:44]([CH:46]3[CH2:50][CH:49]([CH3:51])[CH2:48][N:47]3C(OC(C)(C)C)=O)=[N:43][CH:42]=1)=[CH:35][CH:34]=2)=[O:11])[CH:7]([CH3:9])[CH3:8])=[O:4].Cl. Product: [CH3:1][O:2][C:3](=[O:4])[NH:5][CH:6]([CH:7]([CH3:9])[CH3:8])[C:10]([N:12]1[CH2:16][CH:15]([CH2:17][O:18][CH3:19])[CH2:14][CH:13]1[C:20]1[NH:24][C:23]2[C:25]3[C:30]([CH:31]=[CH:32][C:22]=2[N:21]=1)=[CH:29][C:28]1[C:33]2[C:38]([CH2:39][O:40][C:27]=1[CH:26]=3)=[CH:37][C:36]([C:41]1[NH:45][C:44]([CH:46]3[CH2:50][CH:49]([CH3:51])[CH2:48][NH:47]3)=[N:43][CH:42]=1)=[CH:35][CH:34]=2)=[O:11]. The catalyst class is: 8. (5) Product: [C:24]([C:23]1[C:26]([CH3:31])=[CH:27][CH:28]=[CH:29][C:22]=1[NH:21][C@H:2]1[CH2:11][CH2:10][C@@H:9]2[C@@H:4]([CH2:5][C@@H:6]([C:16]([O:18][CH2:19][CH3:20])=[O:17])[N:7]([C:12]([O:14][CH3:15])=[O:13])[CH2:8]2)[CH2:3]1)#[N:25]. The catalyst class is: 195. Reactant: O=[C:2]1[CH2:11][CH2:10][CH:9]2[CH:4]([CH2:5][CH:6]([C:16]([O:18][CH2:19][CH3:20])=[O:17])[N:7]([C:12]([O:14][CH3:15])=[O:13])[CH2:8]2)[CH2:3]1.[NH2:21][C:22]1[CH:29]=[CH:28][C:27](C)=[CH:26][C:23]=1[C:24]#[N:25].[C:31](O)(=O)C.C(O[BH-](OC(=O)C)OC(=O)C)(=O)C.[Na+]. (6) Reactant: [CH3:1][O:2][C:3]1[C@:10]2([CH2:13][CH:14]=[C:15]([CH3:17])[CH3:16])[C:11](=[O:12])[C@@H:6]([C@:7]([CH3:28])([CH2:22][CH2:23][CH:24]=[C:25]([CH3:27])[CH3:26])[C@@H:8]([O:18][CH2:19][O:20][CH3:21])[CH2:9]2)[C:5](=[O:29])[CH:4]=1. Product: [CH2:13]([C@@:10]12[C:11](=[O:12])[C@@H:6]([C@:7]([CH3:28])([CH2:22][CH2:23][CH2:24][CH:25]([CH3:26])[CH3:27])[C@@H:8]([O:18][CH2:19][O:20][CH3:21])[CH2:9]1)[C:5](=[O:29])[CH:4]=[C:3]2[O:2][CH3:1])[CH2:14][CH:15]([CH3:17])[CH3:16]. The catalyst class is: 43.